From a dataset of Catalyst prediction with 721,799 reactions and 888 catalyst types from USPTO. Predict which catalyst facilitates the given reaction. (1) Reactant: [Cl:1][C:2]1[C:3]([F:21])=[C:4]([C:14]2[N:19]=[CH:18][N:17]=[C:16]([OH:20])[CH:15]=2)[C:5]([N:8]2[CH:12]=[C:11]([Cl:13])[N:10]=[N:9]2)=[CH:6][CH:7]=1.CN(C(ON1N=NC2C=CC=NC1=2)=[N+](C)C)C.F[P-](F)(F)(F)(F)F.C1CCN2C(=NCCC2)CC1.N[C@@H:58]1[C:74]2[CH:75]=[C:70]([CH:71]=[CH:72][CH:73]=2)[C:69]2[N:68]([CH:76]([F:78])[F:77])[N:67]=[CH:66][C:65]=2[NH:64][C:63](=[O:79])[C@H:62]([CH3:80])[CH2:61][CH2:60][CH2:59]1. Product: [Cl:1][C:2]1[C:3]([F:21])=[C:4]([C:14]2[N:19]=[CH:18][N:17]([C@@H:58]3[C:74]4[CH:75]=[C:70]([CH:71]=[CH:72][CH:73]=4)[C:69]4[N:68]([CH:76]([F:78])[F:77])[N:67]=[CH:66][C:65]=4[NH:64][C:63](=[O:79])[C@H:62]([CH3:80])[CH2:61][CH2:60][CH2:59]3)[C:16](=[O:20])[CH:15]=2)[C:5]([N:8]2[CH:12]=[C:11]([Cl:13])[N:10]=[N:9]2)=[CH:6][CH:7]=1. The catalyst class is: 444. (2) Reactant: [OH-].[Na+].[CH3:3][CH:4]([O:6][C:7]1[N:12]=[CH:11][C:10]([C:13]2[O:17][N:16]=[C:15]([C:18]3[CH:19]=[CH:20][CH:21]=[C:22]4[C:26]=3[NH:25][CH:24]=[C:23]4[CH2:27][CH2:28][C:29]([O:31]CC)=[O:30])[N:14]=2)=[CH:9][C:8]=1[O:34][CH3:35])[CH3:5].Cl. Product: [CH3:5][CH:4]([O:6][C:7]1[N:12]=[CH:11][C:10]([C:13]2[O:17][N:16]=[C:15]([C:18]3[CH:19]=[CH:20][CH:21]=[C:22]4[C:26]=3[NH:25][CH:24]=[C:23]4[CH2:27][CH2:28][C:29]([OH:31])=[O:30])[N:14]=2)=[CH:9][C:8]=1[O:34][CH3:35])[CH3:3]. The catalyst class is: 20. (3) Reactant: [Br:1][C:2]1[CH:3]=[C:4]2[C:8](=[CH:9][CH:10]=1)[NH:7][N:6]=[CH:5]2.[O:11]1[CH:16]=[CH:15][CH2:14][CH2:13][CH2:12]1.CC1C=CC(S(O)(=O)=O)=CC=1. Product: [Br:1][C:2]1[CH:3]=[C:4]2[C:8](=[CH:9][CH:10]=1)[N:7]([CH:12]1[CH2:13][CH2:14][CH2:15][CH2:16][O:11]1)[N:6]=[CH:5]2. The catalyst class is: 2.